This data is from Drug-target binding data from BindingDB using IC50 measurements. The task is: Regression. Given a target protein amino acid sequence and a drug SMILES string, predict the binding affinity score between them. We predict pIC50 (pIC50 = -log10(IC50 in M); higher means more potent). Dataset: bindingdb_ic50. (1) The small molecule is CCC[C@@H]1C[C@@H](NCc2ccccc2)C[C@@]2(O1)C(=O)Nc1cccc(Br)c12. The target protein (O77760) has sequence MVGEEKMSLRNRLSKSRENPEEDEDQRKPAKESLEAPSNGRIDIKQLIAKKIKLTAEAEELKPFFMKEVGSHFDDFVTNLIEKSASLDNGGCALTTFSILEGEKNNHRAKDLRAPPEQGKIFIARRSLLDELLEVDHIRTIYHMFIALLILFILSTLVVDYIDEGRLVLEFSLLSYAFGKFPTVVWTWWIMFLSTFSVPYFLFQRWATGYSKSSHPLINSLFHGFLFMVFQIGILGFGPTYVVLAYTLPPASRFIIIFEQIRFVMKAHSFVRENVPRVLNSAKEKSSTVPIPTVNQYLYFLFAPTLIYRDSYPRNPTVRWGYVAMQFAQVFGCFFYVYYIFERLCAPLFRNIKQEPFSARVLVLCVFNSILPGVLILFLTFFAFLHCWLNAFAEMLRFGDRMFYKDWWNSTSYSNYYRTWNVVVHDWLYYYAYKDFLWFFSKRFKSAAMLAVFAVSAVVHEYALAVCLSFFYPVLFVLFMFFGMAFNFIVNDSRKKPIWN.... The pIC50 is 4.6. (2) The compound is CC(C)OC(=O)OCOP(=O)(CO[C@H](C)Cn1cnc2c(N)ncnc21)OCOC(=O)OC(C)C. The target protein sequence is PISPIETVPVKLKPGMDGPKVKQWPLTEEKIKALVEICTELEKEGKISKIGPENPYNTPVFAIKKKNSTRWRKLVDFRELNKRTQDFWEVQLGIPHPAGLKKKKSVTVLDVGDAYFSVPLDEDFRKYTAFTIPSINNETPGIRYQYNVLPQGWKGSPAIFQSSMTKILEPFRKQNPDIVIYQYMDDLYVGSDLEIGQHRTKIEELRQHLLRWGLFTPDEKHQKEPPFLWMGYELHPDKWTVQPIVLPEKDSWTVNDIQKLVGKLNWASQIYPGIKVRQLCKLLRGTKALTEVIPLTEEAELELAENREILKEPVHGVYYDPSKDLIAEIQKQGQGQWTYQIYQEPFKNLKTGKYARMRGAHTNDVKQLTEAVQKITTESIVIWGKTPKFKLPIQKETWETWWTEYWQATWIPEWEFVNTPPLVKLWYQLEKEPIVGAETFYVDGAANRETKLGKAGYVTNRGRQKVVTLTDTTNQKTELQAIYLALQDSGLEVNIVTDSQ.... The pIC50 is 5.2.